Predict the product of the given reaction. From a dataset of Forward reaction prediction with 1.9M reactions from USPTO patents (1976-2016). (1) Given the reactants Cl[C:2]1[CH:7]=[C:6]([C:8]#[N:9])[CH:5]=[C:4]([N:10]2[CH2:15][CH2:14][N:13]([CH2:16][CH:17]3[CH2:19][CH2:18]3)[CH2:12][CH2:11]2)[N:3]=1.[F:20][C:21]([F:32])([F:31])[C:22]1[CH:27]=[CH:26][C:25](B(O)O)=[CH:24][CH:23]=1.C(=O)([O-])[O-].[Cs+].[Cs+].CC(C1C=C(C(C)C)C(C2C=CC=CC=2P(C2CCCCC2)C2CCCCC2)=C(C(C)C)C=1)C, predict the reaction product. The product is: [CH:17]1([CH2:16][N:13]2[CH2:14][CH2:15][N:10]([C:4]3[CH:5]=[C:6]([C:8]#[N:9])[CH:7]=[C:2]([C:25]4[CH:26]=[CH:27][C:22]([C:21]([F:32])([F:31])[F:20])=[CH:23][CH:24]=4)[N:3]=3)[CH2:11][CH2:12]2)[CH2:19][CH2:18]1. (2) Given the reactants C1(C)C=CC=CC=1.[F:8][C:9]([F:22])([F:21])[C:10]1[CH:15]=[CH:14][C:13](/[CH:16]=[CH:17]/[C:18]([NH2:20])=[O:19])=[CH:12][CH:11]=1.[Cl:23][CH2:24][C:25]([CH2:27]Cl)=O, predict the reaction product. The product is: [Cl:23][CH2:24][C:25]1[N:20]=[C:18](/[CH:17]=[CH:16]/[C:13]2[CH:12]=[CH:11][C:10]([C:9]([F:21])([F:22])[F:8])=[CH:15][CH:14]=2)[O:19][CH:27]=1.